Dataset: Catalyst prediction with 721,799 reactions and 888 catalyst types from USPTO. Task: Predict which catalyst facilitates the given reaction. (1) Reactant: [C:1]([NH:20][C:21]1[CH:25]=[CH:24][N:23]([CH2:26][CH2:27][NH:28][C:29]2[CH:34]=[CH:33][C:32]([NH2:35])=[CH:31][CH:30]=2)[N:22]=1)([C:14]1[CH:19]=[CH:18][CH:17]=[CH:16][CH:15]=1)([C:8]1[CH:13]=[CH:12][CH:11]=[CH:10][CH:9]=1)[C:2]1[CH:7]=[CH:6][CH:5]=[CH:4][CH:3]=1.[Cl:36][C:37]1[CH:45]=[CH:44][C:40]([C:41](O)=[O:42])=[C:39]([N:46]([CH3:48])[CH3:47])[CH:38]=1.ON1C2C=CC=CC=2N=N1.Cl.CN(C)CCCN=C=NCC. Product: [Cl:36][C:37]1[CH:45]=[CH:44][C:40]([C:41]([NH:35][C:32]2[CH:31]=[CH:30][C:29]([NH:28][CH2:27][CH2:26][N:23]3[CH:24]=[CH:25][C:21]([NH:20][C:1]([C:14]4[CH:19]=[CH:18][CH:17]=[CH:16][CH:15]=4)([C:8]4[CH:9]=[CH:10][CH:11]=[CH:12][CH:13]=4)[C:2]4[CH:3]=[CH:4][CH:5]=[CH:6][CH:7]=4)=[N:22]3)=[CH:34][CH:33]=2)=[O:42])=[C:39]([N:46]([CH3:48])[CH3:47])[CH:38]=1. The catalyst class is: 289. (2) Reactant: [CH3:1][CH:2]([CH2:7][C:8]1[NH:9][C:10]2[C:15]([CH:16]=1)=[CH:14][C:13]([O:17]CC1C=CC=CC=1)=[CH:12][CH:11]=2)[C:3]([O:5][CH3:6])=[O:4]. Product: [OH:17][C:13]1[CH:14]=[C:15]2[C:10](=[CH:11][CH:12]=1)[NH:9][C:8]([CH2:7][CH:2]([CH3:1])[C:3]([O:5][CH3:6])=[O:4])=[CH:16]2. The catalyst class is: 29. (3) Reactant: [CH3:1][O:2][C:3]1[CH:10]=[CH:9][C:6]([CH2:7][NH2:8])=[CH:5][CH:4]=1.[N:11]1([C:20](N2C3C=CC=CC=3N=N2)=[NH:21])[C:15]2[CH:16]=[CH:17][CH:18]=[CH:19][C:14]=2[N:13]=[N:12]1. Product: [CH3:1][O:2][C:3]1[CH:10]=[CH:9][C:6]([CH2:7][NH:8][C:20]([N:11]2[C:15]3[CH:16]=[CH:17][CH:18]=[CH:19][C:14]=3[N:13]=[N:12]2)=[NH:21])=[CH:5][CH:4]=1. The catalyst class is: 1. (4) Reactant: CC(C)([O-])C.[K+].[Cl-].[CH3:8][O:9][CH2:10][P+](C1C=CC=CC=1)(C1C=CC=CC=1)C1C=CC=CC=1.[CH2:30]([CH:37]1[CH2:42][C:41](=O)[CH2:40][CH2:39][N:38]1[C:44]([O:46][C:47]([CH3:50])([CH3:49])[CH3:48])=[O:45])[C:31]1[CH:36]=[CH:35][CH:34]=[CH:33][CH:32]=1. Product: [CH2:30]([CH:37]1[CH2:42]/[C:41](=[CH:8]\[O:9][CH3:10])/[CH2:40][CH2:39][N:38]1[C:44]([O:46][C:47]([CH3:50])([CH3:49])[CH3:48])=[O:45])[C:31]1[CH:36]=[CH:35][CH:34]=[CH:33][CH:32]=1. The catalyst class is: 1. (5) Reactant: [N:1]1[CH:6]=[CH:5][CH:4]=[CH:3][C:2]=1[C@H:7]1[CH2:11][CH2:10][C@H:9](O)[CH2:8]1.[C:13]1(=[O:23])[NH:17][C:16](=[O:18])[C:15]2=[CH:19][CH:20]=[CH:21][CH:22]=[C:14]12.C(C=P(CCCC)(CCCC)CCCC)#N. Product: [N:1]1[CH:6]=[CH:5][CH:4]=[CH:3][C:2]=1[C@@H:7]1[CH2:11][CH2:10][C@H:9]([N:17]2[C:16](=[O:18])[C:15]3=[CH:19][CH:20]=[CH:21][CH:22]=[C:14]3[C:13]2=[O:23])[CH2:8]1. The catalyst class is: 1.